Dataset: Catalyst prediction with 721,799 reactions and 888 catalyst types from USPTO. Task: Predict which catalyst facilitates the given reaction. (1) Reactant: [CH3:1][O:2][C:3](=[O:38])[CH2:4][N:5]([S:27](=[O:37])(=[O:36])[NH:28]C(OC(C)(C)C)=O)[C:6]1[CH:11]=[CH:10][C:9]([O:12][C:13]2[CH:18]=[CH:17][CH:16]=[CH:15][CH:14]=2)=[CH:8][C:7]=1[O:19][CH2:20][C:21]1[CH:26]=[CH:25][CH:24]=[CH:23][CH:22]=1. Product: [CH3:1][O:2][C:3](=[O:38])[CH2:4][N:5]([S:27](=[O:37])(=[O:36])[NH2:28])[C:6]1[CH:11]=[CH:10][C:9]([O:12][C:13]2[CH:14]=[CH:15][CH:16]=[CH:17][CH:18]=2)=[CH:8][C:7]=1[O:19][CH2:20][C:21]1[CH:22]=[CH:23][CH:24]=[CH:25][CH:26]=1. The catalyst class is: 137. (2) Product: [C:1]([O:4][C@@H:5]1[C@@H:10]([O:11][C:12](=[O:14])[CH3:13])[C@H:9]([O:15][C:16](=[O:18])[CH3:17])[C@@H:8]([CH2:19][O:20][C:21](=[O:23])[CH3:22])[O:7][C@H:6]1[O:24][C:25]1[C:29]([CH2:30][C:31]2[CH:36]=[CH:35][C:34]([O:37][CH2:38][CH2:39][CH2:40][NH:41][C:53]([NH:65][CH2:66][CH2:67][N:68]3[CH2:73][CH2:72][O:71][CH2:70][CH2:69]3)=[O:54])=[CH:33][CH:32]=2)=[C:28]([CH:42]([CH3:44])[CH3:43])[NH:27][N:26]=1)(=[O:3])[CH3:2]. Reactant: [C:1]([O:4][C@@H:5]1[C@@H:10]([O:11][C:12](=[O:14])[CH3:13])[C@H:9]([O:15][C:16](=[O:18])[CH3:17])[C@@H:8]([CH2:19][O:20][C:21](=[O:23])[CH3:22])[O:7][C@H:6]1[O:24][C:25]1[C:29]([CH2:30][C:31]2[CH:36]=[CH:35][C:34]([O:37][CH2:38][CH2:39][CH2:40][NH2:41])=[CH:33][CH:32]=2)=[C:28]([CH:42]([CH3:44])[CH3:43])[NH:27][N:26]=1)(=[O:3])[CH3:2].C(N(CC)CC)C.Cl[C:53](OC1C=CC([N+]([O-])=O)=CC=1)=[O:54].[NH2:65][CH2:66][CH2:67][N:68]1[CH2:73][CH2:72][O:71][CH2:70][CH2:69]1. The catalyst class is: 46. (3) Reactant: [Cl:1][C:2]1[CH:7]=[CH:6][C:5]([C:8]2[CH2:13][CH2:12][C:11]([CH3:15])([CH3:14])[CH2:10][C:9]=2[CH2:16][OH:17])=[CH:4][CH:3]=1.CC(OI1(OC(C)=O)(OC(C)=O)OC(=O)C2C=CC=CC1=2)=O. Product: [Cl:1][C:2]1[CH:3]=[CH:4][C:5]([C:8]2[CH2:13][CH2:12][C:11]([CH3:14])([CH3:15])[CH2:10][C:9]=2[CH:16]=[O:17])=[CH:6][CH:7]=1. The catalyst class is: 363. (4) Reactant: [C:1]([OH:20])(=[O:19])[CH2:2][CH2:3][CH2:4][CH2:5][CH2:6][CH2:7][CH2:8][CH2:9][CH2:10][CH2:11][CH2:12][CH2:13][CH2:14][CH2:15][CH2:16][CH2:17]C.C([O:25][CH:26]([O:30][C:31]([CH3:34])([CH3:33])[CH3:32])N(C)C)(C)(C)C. Product: [C:31]([O:30][C:26](=[O:25])[CH2:17][CH2:16][CH2:15][CH2:14][CH2:13][CH2:12][CH2:11][CH2:10][CH2:9][CH2:8][CH2:7][CH2:6][CH2:5][CH2:4][CH2:3][CH2:2][C:1]([OH:20])=[O:19])([CH3:32])([CH3:33])[CH3:34]. The catalyst class is: 11. (5) Reactant: NS(C1C=C(C=CC=1Cl)C(O[CH2:11][C:12]1[CH:17]=[CH:16][N:15]2[N:18]=[C:19]([C:27]3[CH:32]=[CH:31][C:30]([F:33])=[CH:29][CH:28]=3)[C:20]([C:21]3[CH:26]=[CH:25][N:24]=[CH:23][CH:22]=3)=[C:14]2[CH:13]=1)=O)(=O)=O.[NH2:38]N. Product: [F:33][C:30]1[CH:31]=[CH:32][C:27]([C:19]2[C:20]([C:21]3[CH:22]=[CH:23][N:24]=[CH:25][CH:26]=3)=[C:14]3[CH:13]=[C:12]([CH2:11][NH2:38])[CH:17]=[CH:16][N:15]3[N:18]=2)=[CH:28][CH:29]=1. The catalyst class is: 8.